This data is from Full USPTO retrosynthesis dataset with 1.9M reactions from patents (1976-2016). The task is: Predict the reactants needed to synthesize the given product. (1) Given the product [CH2:3]([O:10][C:11]1[CH:20]=[CH:19][C:18]([C:21]2[O:25][CH:24]=[N:23][CH:22]=2)=[CH:17][C:12]=1[C:13]([OH:15])=[O:14])[C:4]1[CH:5]=[CH:6][CH:7]=[CH:8][CH:9]=1, predict the reactants needed to synthesize it. The reactants are: [OH-].[Na+].[CH2:3]([O:10][C:11]1[CH:20]=[CH:19][C:18]([C:21]2[O:25][CH:24]=[N:23][CH:22]=2)=[CH:17][C:12]=1[C:13]([O:15]C)=[O:14])[C:4]1[CH:9]=[CH:8][CH:7]=[CH:6][CH:5]=1. (2) The reactants are: [CH3:1][O:2][C:3]([N:5]1[CH2:10][CH:9]=[CH:8][C@H:7]2[O:11][C:12]([NH2:14])=[N:13][C@@H:6]12)=[O:4].C([O-])([O-])=O.[Na+].[Na+]. Given the product [CH3:1][O:2][C:3](=[O:4])[NH:5][CH2:10][CH:9]=[CH:8][C:7]1[O:11][C:12]([NH2:14])=[N:13][CH:6]=1, predict the reactants needed to synthesize it. (3) Given the product [OH:37][CH2:36][C:34]([N:2]1[CH2:6][CH2:5][C@@H:4]([NH:7][C:8]([C:10]2[C:14]3[N:15]=[CH:16][N:17]=[C:18]([C:19]4[C:27]5[O:26][CH2:25][O:24][C:23]=5[CH:22]=[CH:21][C:20]=4[O:28][CH2:29][CH:30]4[CH2:32][CH2:31]4)[C:13]=3[NH:12][CH:11]=2)=[O:9])[CH2:3]1)=[O:35], predict the reactants needed to synthesize it. The reactants are: Cl.[NH:2]1[CH2:6][CH2:5][C@@H:4]([NH:7][C:8]([C:10]2[C:14]3[N:15]=[CH:16][N:17]=[C:18]([C:19]4[C:27]5[O:26][CH2:25][O:24][C:23]=5[CH:22]=[CH:21][C:20]=4[O:28][CH2:29][CH:30]4[CH2:32][CH2:31]4)[C:13]=3[NH:12][CH:11]=2)=[O:9])[CH2:3]1.Cl[C:34]([CH2:36][O:37]C(=O)C)=[O:35]. (4) Given the product [Cl:1][C:2]1[C:7]([C:8]2[CH:13]=[CH:12][CH:11]=[CH:10][CH:9]=2)=[N:6][N:5]=[C:4]2[N:14]([CH3:24])[N:15]=[C:16]([C:29]3[CH:30]=[CH:31][C:26]([Cl:25])=[CH:27][CH:28]=3)[C:3]=12, predict the reactants needed to synthesize it. The reactants are: [Cl:1][C:2]1[C:7]([C:8]2[CH:13]=[CH:12][CH:11]=[CH:10][CH:9]=2)=[N:6][N:5]=[C:4]2[N:14]([CH3:24])[N:15]=[C:16](C3C=CC=CC=3Cl)[C:3]=12.[Cl:25][C:26]1[CH:31]=[CH:30][C:29](C2C=C(N)N(C)N=2)=[CH:28][CH:27]=1.